From a dataset of Full USPTO retrosynthesis dataset with 1.9M reactions from patents (1976-2016). Predict the reactants needed to synthesize the given product. (1) The reactants are: C([O:5][C:6](=[O:48])[C:7]1[CH:12]=[CH:11][CH:10]=[C:9]([CH2:13][C@H:14]([NH:28][C:29](=[O:45])[CH2:30][C@H:31]2[CH2:36][CH2:35][C@H:34]([NH:37]C(OC(C)(C)C)=O)[CH2:33][CH2:32]2)[B:15]2[O:23][CH:22]3[C:17]([CH3:27])([CH:18]4[CH2:24][CH:20]([CH2:21]3)[C:19]4([CH3:26])[CH3:25])[O:16]2)[C:8]=1[O:46][CH3:47])(C)(C)C.Cl.C(OCC)C. Given the product [NH2:37][C@H:34]1[CH2:35][CH2:36][C@H:31]([CH2:30][C:29]([NH:28][C@H:14]([B:15]2[O:23][CH:22]3[C:17]([CH3:27])([CH:18]4[CH2:24][CH:20]([CH2:21]3)[C:19]4([CH3:26])[CH3:25])[O:16]2)[CH2:13][C:9]2[C:8]([O:46][CH3:47])=[C:7]([CH:12]=[CH:11][CH:10]=2)[C:6]([OH:48])=[O:5])=[O:45])[CH2:32][CH2:33]1, predict the reactants needed to synthesize it. (2) Given the product [CH3:14][C:9]1[N:10]=[CH:11][CH:12]=[C:13]2[C:8]=1[C:7](=[O:15])[N:6]([CH3:16])[C:5]1[CH:17]=[C:18]([O:19][CH2:20][C@@H:21]([NH:26][C:27](=[O:33])[O:28][C:29]([CH3:31])([CH3:30])[CH3:32])[CH2:22][CH:23]([CH3:24])[CH3:25])[C:2]([CH:40]=[CH2:41])=[CH:3][C:4]2=1, predict the reactants needed to synthesize it. The reactants are: Br[C:2]1[C:18]([O:19][CH2:20][C@@H:21]([NH:26][C:27](=[O:33])[O:28][C:29]([CH3:32])([CH3:31])[CH3:30])[CH2:22][CH:23]([CH3:25])[CH3:24])=[CH:17][C:5]2[N:6]([CH3:16])[C:7](=[O:15])[C:8]3[C:13]([C:4]=2[CH:3]=1)=[CH:12][CH:11]=[N:10][C:9]=3[CH3:14].C(=O)([O-])[O-].[Na+].[Na+].[CH:40](B1OB(C=C)OB(C=C)O1)=[CH2:41].N1C=CC=CC=1. (3) Given the product [CH3:1][N:2]([CH3:3])[CH:6]([C:11]1[C:12](=[O:20])[C:13]([OH:19])=[C:14]([CH2:17][CH3:18])[NH:15][CH:16]=1)[C:7]([F:10])([F:9])[F:8], predict the reactants needed to synthesize it. The reactants are: [CH3:1][NH:2][CH3:3].Cl.Cl[CH:6]([C:11]1[C:12](=[O:20])[C:13]([OH:19])=[C:14]([CH2:17][CH3:18])[NH:15][CH:16]=1)[C:7]([F:10])([F:9])[F:8]. (4) Given the product [NH2:23][CH2:22][C@@H:21]([NH:20][C:18](=[O:19])[C:17]1[CH:34]=[CH:35][C:14]([C:3]2[C:2]([NH2:1])=[N:7][CH:6]=[C:5]([CH:8]3[CH2:9][CH2:10][O:11][CH2:12][CH2:13]3)[N:4]=2)=[CH:15][C:16]=1[F:36])[C:26]1[CH:31]=[C:30]([F:32])[CH:29]=[C:28]([Cl:33])[CH:27]=1, predict the reactants needed to synthesize it. The reactants are: [NH2:1][C:2]1[C:3]([C:14]2[CH:35]=[CH:34][C:17]([C:18]([NH:20][C@@H:21]([C:26]3[CH:31]=[C:30]([F:32])[CH:29]=[C:28]([Cl:33])[CH:27]=3)[CH2:22][N:23]=[N+]=[N-])=[O:19])=[C:16]([F:36])[CH:15]=2)=[N:4][C:5]([CH:8]2[CH2:13][CH2:12][O:11][CH2:10][CH2:9]2)=[CH:6][N:7]=1.[NH4+].[OH-].CP(C)C.CCO. (5) Given the product [Br:1][C:2]1[CH:10]=[C:9]2[C:5]([C:6]([CH:11]=[O:12])=[CH:7][N:8]2[S:23]([C:20]2[CH:21]=[CH:22][C:17]([O:16][CH3:15])=[C:18]([CH:27]3[CH2:28][CH2:29][N:30]([C:33](=[O:38])[C:34]([Cl:37])([Cl:35])[Cl:36])[CH2:31][CH2:32]3)[CH:19]=2)(=[O:25])=[O:24])=[CH:4][CH:3]=1, predict the reactants needed to synthesize it. The reactants are: [Br:1][C:2]1[CH:10]=[C:9]2[C:5]([C:6]([CH:11]=[O:12])=[CH:7][NH:8]2)=[CH:4][CH:3]=1.[H-].[Na+].[CH3:15][O:16][C:17]1[CH:22]=[CH:21][C:20]([S:23](Cl)(=[O:25])=[O:24])=[CH:19][C:18]=1[CH:27]1[CH2:32][CH2:31][N:30]([C:33](=[O:38])[C:34]([Cl:37])([Cl:36])[Cl:35])[CH2:29][CH2:28]1. (6) Given the product [Cl:1][C:2]1[C:3]([C:24]2[CH:29]=[N:28][CH:27]=[C:26]([NH:30][CH2:31][CH:32]3[CH2:37][CH2:36][O:35][CH2:34][CH2:33]3)[N:25]=2)=[CH:4][C:5]([NH:8][C:9]([C@H:11]2[CH2:16][CH2:15][CH2:14][NH:13][CH2:12]2)=[O:10])=[N:6][CH:7]=1, predict the reactants needed to synthesize it. The reactants are: [Cl:1][C:2]1[C:3]([C:24]2[CH:29]=[N:28][CH:27]=[C:26]([NH:30][CH2:31][CH:32]3[CH2:37][CH2:36][O:35][CH2:34][CH2:33]3)[N:25]=2)=[CH:4][C:5]([NH:8][C:9]([C@H:11]2[CH2:16][CH2:15][CH2:14][N:13](C(OC(C)(C)C)=O)[CH2:12]2)=[O:10])=[N:6][CH:7]=1.Cl. (7) The reactants are: [Br:1][C:2]1[CH:12]=[CH:11][CH:10]=[C:9]([N:13]2[CH2:22][CH2:21][C:20]3[C:15](=[CH:16][CH:17]=[C:18]([N:23](C)[CH3:24])[CH:19]=3)[C:14]2=[O:26])[C:3]=1[CH2:4][O:5][C:6](=[O:8])[CH3:7].ClC1C(=O)C(C#N)=C(C#N)C(=O)C=1Cl. Given the product [Br:1][C:2]1[CH:12]=[CH:11][CH:10]=[C:9]([N:13]2[CH2:22][CH2:21][C:20]3[C:15](=[CH:16][CH:17]=[C:18]([NH:23][CH3:24])[CH:19]=3)[C:14]2=[O:26])[C:3]=1[CH2:4][O:5][C:6](=[O:8])[CH3:7], predict the reactants needed to synthesize it. (8) Given the product [ClH:1].[Cl:30][C:24]1[CH:25]=[C:26]([Cl:29])[CH:27]=[CH:28][C:23]=1[C:21]1[C:20](=[O:31])[N:19]([CH3:32])[C:13]2[N:14]([CH3:18])[C:15]3[C:11]([C:12]=2[CH:22]=1)=[CH:10][C:9]([C:5]1[CH:4]=[C:3]([CH2:2][N:39]2[CH2:44][CH2:43][O:42][CH2:41][CH2:40]2)[N:7]([CH3:8])[N:6]=1)=[CH:17][CH:16]=3, predict the reactants needed to synthesize it. The reactants are: [Cl:1][CH2:2][C:3]1[N:7]([CH3:8])[N:6]=[C:5]([C:9]2[CH:10]=[C:11]3[C:15](=[CH:16][CH:17]=2)[N:14]([CH3:18])[C:13]2[N:19]([CH3:32])[C:20](=[O:31])[C:21]([C:23]4[CH:28]=[CH:27][C:26]([Cl:29])=[CH:25][C:24]=4[Cl:30])=[CH:22][C:12]3=2)[CH:4]=1.C([O-])([O-])=O.[K+].[K+].[NH:39]1[CH2:44][CH2:43][O:42][CH2:41][CH2:40]1.Cl. (9) Given the product [NH2:9][C:8]1[C:7]2[C:10]([Cl:16])=[C:11]([O:14][CH3:15])[CH:12]=[CH:13][C:6]=2[O:5][C:4]=1[C:1](=[O:3])[CH:2]=[CH:17][C:19]1[N:20]=[C:21]([NH:24][C:25](=[O:29])[CH:26]([CH3:27])[CH3:28])[S:22][CH:23]=1, predict the reactants needed to synthesize it. The reactants are: [C:1]([C:4]1[O:5][C:6]2[CH:13]=[CH:12][C:11]([O:14][CH3:15])=[C:10]([Cl:16])[C:7]=2[C:8]=1[NH2:9])(=[O:3])[CH3:2].[CH:17]([C:19]1[N:20]=[C:21]([NH:24][C:25](=[O:29])[CH:26]([CH3:28])[CH3:27])[S:22][CH:23]=1)=O.[OH-].[Na+]. (10) The reactants are: [C:1]([C:5]1[O:9][N:8]=[C:7]([NH:10][C:11]([NH:13][C:14]2[CH:19]=[CH:18][CH:17]=[C:16]([O:20][C:21]3[C:30]4[C:25](=[CH:26][C:27]([O:36][CH3:37])=[C:28]([O:31][CH2:32][CH2:33][O:34][CH3:35])[CH:29]=4)[N:24]=[CH:23][N:22]=3)[CH:15]=2)=[O:12])[CH:6]=1)([CH3:4])([CH3:3])[CH3:2].[ClH:38]. Given the product [ClH:38].[C:1]([C:5]1[O:9][N:8]=[C:7]([NH:10][C:11]([NH:13][C:14]2[CH:19]=[CH:18][CH:17]=[C:16]([O:20][C:21]3[C:30]4[C:25](=[CH:26][C:27]([O:36][CH3:37])=[C:28]([O:31][CH2:32][CH2:33][O:34][CH3:35])[CH:29]=4)[N:24]=[CH:23][N:22]=3)[CH:15]=2)=[O:12])[CH:6]=1)([CH3:4])([CH3:2])[CH3:3], predict the reactants needed to synthesize it.